Dataset: Reaction yield outcomes from USPTO patents with 853,638 reactions. Task: Predict the reaction yield, written as a fraction of the theoretical maximum amount of product (1.0 means a 100% yield; for example, 0.34 means a 34% yield). (1) The reactants are [N+](=[CH:3][Si](C)(C)C)=[N-].[F:8][C:9]1[CH:10]=[C:11]([C:15]2[CH:23]=[C:22]3[C:18]([CH2:19][CH2:20][CH:21]3[NH:24][C:25]3[CH:26]=[C:27]([CH:33]=[CH:34][CH:35]=3)[O:28][CH2:29][C:30]([OH:32])=[O:31])=[CH:17][CH:16]=2)[CH:12]=[CH:13][CH:14]=1. The catalyst is C1COCC1. The product is [F:8][C:9]1[CH:10]=[C:11]([C:15]2[CH:23]=[C:22]3[C:18]([CH2:19][CH2:20][CH:21]3[NH:24][C:25]3[CH:26]=[C:27]([CH:33]=[CH:34][CH:35]=3)[O:28][CH2:29][C:30]([O:32][CH3:3])=[O:31])=[CH:17][CH:16]=2)[CH:12]=[CH:13][CH:14]=1. The yield is 0.820. (2) The reactants are C[O:2][C:3]([C:5]1[S:6][C:7]([C:25]2[CH:30]=[CH:29][CH:28]=[CH:27][CH:26]=2)=[CH:8][C:9]=1[N:10]([C:21]([CH3:24])([CH3:23])[CH3:22])[C:11](=[O:20])[C:12]1[CH:17]=[CH:16][C:15]([Cl:18])=[CH:14][C:13]=1[Cl:19])=[O:4].[Li+].[OH-]. The catalyst is C1COCC1.CO.O. The product is [C:21]([N:10]([C:11](=[O:20])[C:12]1[CH:17]=[CH:16][C:15]([Cl:18])=[CH:14][C:13]=1[Cl:19])[C:9]1[CH:8]=[C:7]([C:25]2[CH:26]=[CH:27][CH:28]=[CH:29][CH:30]=2)[S:6][C:5]=1[C:3]([OH:4])=[O:2])([CH3:24])([CH3:22])[CH3:23]. The yield is 0.290. (3) The yield is 0.750. The product is [CH3:45][O:44][C:41]1[CH:40]=[CH:39][C:38]([CH2:37][N:11]([CH2:10][C:9]2[CH:8]=[CH:7][C:6]([O:5][CH3:4])=[CH:47][CH:46]=2)[C:12]2[N:17]=[C:16]([CH3:18])[N:15]=[C:14]([C:19]3[C:20]([NH:27][C:28]4[CH:29]=[N:30][C:31]([O:35][CH3:36])=[C:32]([F:34])[CH:33]=4)=[N:21][CH:22]=[C:23]([CH:26]=3)[C:24]#[N:48])[N:13]=2)=[CH:43][CH:42]=1. The reactants are [Cl-].O[NH3+].[CH3:4][O:5][C:6]1[CH:47]=[CH:46][C:9]([CH2:10][N:11]([CH2:37][C:38]2[CH:43]=[CH:42][C:41]([O:44][CH3:45])=[CH:40][CH:39]=2)[C:12]2[N:17]=[C:16]([CH3:18])[N:15]=[C:14]([C:19]3[C:20]([NH:27][C:28]4[CH:29]=[N:30][C:31]([O:35][CH3:36])=[C:32]([F:34])[CH:33]=4)=[N:21][CH:22]=[C:23]([CH:26]=3)[CH:24]=O)[N:13]=2)=[CH:8][CH:7]=1.[N:48]1C=CC=CC=1.C(OC(=O)C)(=O)C. The catalyst is CN(C=O)C.CO.O. (4) The reactants are [NH2:1][C:2]1[C:7]([C:8]2[O:12][N:11]=[C:10]([CH2:13][C:14]3[CH:19]=[CH:18][C:17]([OH:20])=[CH:16][CH:15]=3)[CH:9]=2)=[CH:6][CH:5]=[CH:4][N:3]=1.[OH-].[Na+].[F:23][C:24]1[CH:25]=[C:26]([CH:29]=[CH:30][CH:31]=1)[CH2:27]Br. The catalyst is CO. The product is [F:23][C:24]1[CH:25]=[C:26]([CH:29]=[CH:30][CH:31]=1)[CH2:27][O:20][C:17]1[CH:18]=[CH:19][C:14]([CH2:13][C:10]2[CH:9]=[C:8]([C:7]3[C:2]([NH2:1])=[N:3][CH:4]=[CH:5][CH:6]=3)[O:12][N:11]=2)=[CH:15][CH:16]=1. The yield is 0.550. (5) The reactants are [Cl:1]N1C(=O)CCC1=O.OCCOCN1C=C(C=C)C(=O)NC1=O.[N-]=[N+]=[N-].[Na+].[OH:28][CH2:29][CH2:30][O:31][CH2:32][N:33]1[CH:40]=[C:39]([CH:41]([N:44]=[N+:45]=[N-:46])[CH2:42]Br)[C:37](=[O:38])[NH:36][C:34]1=[O:35]. The catalyst is COCCOC.O. The product is [OH:28][CH2:29][CH2:30][O:31][CH2:32][N:33]1[CH:40]=[C:39]([CH:41]([N:44]=[N+:45]=[N-:46])[CH2:42][Cl:1])[C:37](=[O:38])[NH:36][C:34]1=[O:35]. The yield is 0.350. (6) The reactants are [CH2:1]([O:8][CH2:9][CH2:10][C:11](=[O:13])[CH3:12])[C:2]1[CH:7]=[CH:6][CH:5]=[CH:4][CH:3]=1.[CH2:14](O)[CH2:15][OH:16].C(OCC)(OCC)OCC. The catalyst is O.C1(C)C=CC(S(O)(=O)=O)=CC=1.C(=O)([O-])O.[Na+]. The product is [CH2:1]([O:8][CH2:9][CH2:10][C:11]1([CH3:12])[O:16][CH2:15][CH2:14][O:13]1)[C:2]1[CH:7]=[CH:6][CH:5]=[CH:4][CH:3]=1. The yield is 0.808.